Predict which catalyst facilitates the given reaction. From a dataset of Catalyst prediction with 721,799 reactions and 888 catalyst types from USPTO. (1) Reactant: Br[C:2]1[CH:3]=[C:4]2[C:9](=[CH:10][CH:11]=1)[CH:8]=[N:7][C:6]([F:12])=[CH:5]2.C([O:15][B:16](OCC)[O:17]CC)C.C([Li])CCC. Product: [F:12][C:6]1[N:7]=[CH:8][C:9]2[C:4]([CH:5]=1)=[CH:3][C:2]([B:16]([OH:17])[OH:15])=[CH:11][CH:10]=2. The catalyst class is: 1. (2) Reactant: C([O:8][C:9]1[CH:21]=[CH:20][C:19]2[C:18]3[C:13](=[CH:14][C:15]([O:22][CH3:23])=[CH:16][CH:17]=3)[NH:12][C:11]=2[C:10]=1[CH3:24])C1C=CC=CC=1.C([O-])=O.[NH4+]. Product: [CH3:23][O:22][C:15]1[CH:14]=[C:13]2[C:18]([C:19]3[CH:20]=[CH:21][C:9]([OH:8])=[C:10]([CH3:24])[C:11]=3[NH:12]2)=[CH:17][CH:16]=1. The catalyst class is: 19. (3) Reactant: Cl[C:2]1[N:7]=[C:6]([N:8]2[C@H:12]([C:13]3[CH:18]=[CH:17][CH:16]=[CH:15][CH:14]=3)[CH2:11][O:10][C:9]2=[O:19])[CH:5]=[CH:4][N:3]=1.[Cl:20][C:21]1[CH:22]=[C:23]([CH:28]([NH2:30])[CH3:29])[CH:24]=[CH:25][C:26]=1[Cl:27]. Product: [Cl:20][C:21]1[CH:22]=[C:23]([C@H:28]([NH:30][C:2]2[N:7]=[C:6]([N:8]3[C@H:12]([C:13]4[CH:18]=[CH:17][CH:16]=[CH:15][CH:14]=4)[CH2:11][O:10][C:9]3=[O:19])[CH:5]=[CH:4][N:3]=2)[CH3:29])[CH:24]=[CH:25][C:26]=1[Cl:27].[Cl:20][C:21]1[CH:22]=[C:23]([C@@H:28]([NH:30][C:2]2[N:7]=[C:6]([N:8]3[C@H:12]([C:13]4[CH:18]=[CH:17][CH:16]=[CH:15][CH:14]=4)[CH2:11][O:10][C:9]3=[O:19])[CH:5]=[CH:4][N:3]=2)[CH3:29])[CH:24]=[CH:25][C:26]=1[Cl:27]. The catalyst class is: 197. (4) Reactant: [Cl:1][C:2]1[CH:3]=[C:4]([CH:13]=[C:14]([N+:16]([O-:18])=[O:17])[CH:15]=1)[NH:5][C:6]1[CH:11]=[CH:10][C:9]([Cl:12])=[CH:8][CH:7]=1.[H-].[Na+].[CH3:21]I. Product: [Cl:1][C:2]1[CH:3]=[C:4]([CH:13]=[C:14]([N+:16]([O-:18])=[O:17])[CH:15]=1)[N:5]([C:6]1[CH:11]=[CH:10][C:9]([Cl:12])=[CH:8][CH:7]=1)[CH3:21]. The catalyst class is: 3. (5) Reactant: [CH2:1]([O:3][P:4]([C:9]([F:73])([F:72])[CH2:10][CH2:11][O:12][CH2:13][CH2:14][O:15][CH2:16][CH2:17][NH:18][C:19](=[O:71])[C@@H:20]([NH:53]C(OCC1C2C=CC=CC=2C2C1=CC=CC=2)=O)[CH2:21][S:22][CH2:23][C@H:24]([NH:39][C:40](=[O:52])[CH2:41][CH2:42][CH2:43][CH2:44][CH2:45][CH2:46][CH2:47][CH2:48][CH2:49][CH2:50][CH3:51])[CH2:25][O:26][CH2:27][CH2:28][CH2:29][CH2:30][CH2:31][CH2:32][CH2:33][CH2:34][CH2:35][CH2:36][CH2:37][CH3:38])(=[O:8])[O:5][CH2:6][CH3:7])[CH3:2].N1CCCCC1. Product: [NH2:53][C@@H:20]([CH2:21][S:22][CH2:23][C@H:24]([NH:39][C:40](=[O:52])[CH2:41][CH2:42][CH2:43][CH2:44][CH2:45][CH2:46][CH2:47][CH2:48][CH2:49][CH2:50][CH3:51])[CH2:25][O:26][CH2:27][CH2:28][CH2:29][CH2:30][CH2:31][CH2:32][CH2:33][CH2:34][CH2:35][CH2:36][CH2:37][CH3:38])[C:19](=[O:71])[NH:18][CH2:17][CH2:16][O:15][CH2:14][CH2:13][O:12][CH2:11][CH2:10][C:9]([P:4](=[O:8])([O:5][CH2:6][CH3:7])[O:3][CH2:1][CH3:2])([F:72])[F:73]. The catalyst class is: 10. (6) Reactant: [F:1][C:2]1[CH:27]=[CH:26][C:5]([O:6][CH2:7][C@@H:8]([O:11]C(=O)C2C=C([N+]([O-])=O)C=C([N+]([O-])=O)C=2)[C:9]#[CH:10])=[CH:4][CH:3]=1.CO.C([O-])([O-])=O.[K+].[K+]. Product: [F:1][C:2]1[CH:27]=[CH:26][C:5]([O:6][CH2:7][C@@H:8]([OH:11])[C:9]#[CH:10])=[CH:4][CH:3]=1. The catalyst class is: 1. (7) Reactant: [CH:1]1([CH2:4][O:5][C:6]2[CH:14]=[CH:13][C:9]3[O:10][CH2:11][O:12][C:8]=3[C:7]=2[C:15]2[C:16]3[NH:23][CH:22]=[C:21]([C:24](O)=[O:25])[C:17]=3[N:18]=[CH:19][N:20]=2)[CH2:3][CH2:2]1.Cl.[NH2:28][C@H:29]([CH2:59][CH2:60][S:61][CH3:62])[C:30]([N:32]1[CH2:37][CH2:36][CH:35]([N:38]2[N:47]=[C:46]([C:48]3[CH:53]=[CH:52][C:51]([O:54][CH3:55])=[C:50]([O:56][CH3:57])[CH:49]=3)[C@@H:45]3[C@@H:40]([CH2:41][CH2:42][CH2:43][CH2:44]3)[C:39]2=[O:58])[CH2:34][CH2:33]1)=[O:31].CCN(C(C)C)C(C)C.CN(C(ON1N=NC2C=CC=CC1=2)=[N+](C)C)C.F[P-](F)(F)(F)(F)F.C(=O)(O)[O-].[Na+]. Product: [CH:1]1([CH2:4][O:5][C:6]2[CH:14]=[CH:13][C:9]3[O:10][CH2:11][O:12][C:8]=3[C:7]=2[C:15]2[C:16]3[NH:23][CH:22]=[C:21]([C:24]([NH:28][C@H:29]([CH2:59][CH2:60][S:61][CH3:62])[C:30]([N:32]4[CH2:37][CH2:36][CH:35]([N:38]5[N:47]=[C:46]([C:48]6[CH:53]=[CH:52][C:51]([O:54][CH3:55])=[C:50]([O:56][CH3:57])[CH:49]=6)[C@@H:45]6[C@@H:40]([CH2:41][CH2:42][CH2:43][CH2:44]6)[C:39]5=[O:58])[CH2:34][CH2:33]4)=[O:31])=[O:25])[C:17]=3[N:18]=[CH:19][N:20]=2)[CH2:2][CH2:3]1. The catalyst class is: 2. (8) Reactant: C([O:3][C:4](=[O:33])[C:5]([O:8][C:9]1[CH:14]=[CH:13][C:12]([CH2:15][CH2:16][CH2:17][N:18]2[C:23](=[O:24])[C:22]3[N:25]([CH3:31])[N:26]=[C:27]([CH2:28][CH2:29][CH3:30])[C:21]=3[N:20]=[C:19]2[CH3:32])=[CH:11][CH:10]=1)([CH3:7])[CH3:6])C.[OH-].[K+].C(O)(=O)C. Product: [CH3:31][N:25]1[C:22]2[C:23](=[O:24])[N:18]([CH2:17][CH2:16][CH2:15][C:12]3[CH:13]=[CH:14][C:9]([O:8][C:5]([CH3:6])([CH3:7])[C:4]([OH:33])=[O:3])=[CH:10][CH:11]=3)[C:19]([CH3:32])=[N:20][C:21]=2[C:27]([CH2:28][CH2:29][CH3:30])=[N:26]1. The catalyst class is: 8. (9) Reactant: [CH2:1]([NH:8][C:9]1[N:13]([CH2:14][CH2:15][CH2:16][OH:17])[N:12]=[C:11]([Br:18])[C:10]=1[N+:19]([O-:21])=[O:20])[C:2]1[CH:7]=[CH:6][CH:5]=[CH:4][CH:3]=1.[ClH:22].CC[OH:25]. Product: [CH2:1]([NH:8][C:9]1[N:13]([CH2:14][CH:15]([OH:25])[CH2:16][OH:17])[N:12]=[C:11]([Br:18])[C:10]=1[N+:19]([O-:21])=[O:20])[C:2]1[CH:3]=[CH:4][CH:5]=[CH:6][CH:7]=1.[ClH:22]. The catalyst class is: 45.